Dataset: NCI-60 drug combinations with 297,098 pairs across 59 cell lines. Task: Regression. Given two drug SMILES strings and cell line genomic features, predict the synergy score measuring deviation from expected non-interaction effect. (1) Drug 1: C(=O)(N)NO. Drug 2: CC1=C(N=C(N=C1N)C(CC(=O)N)NCC(C(=O)N)N)C(=O)NC(C(C2=CN=CN2)OC3C(C(C(C(O3)CO)O)O)OC4C(C(C(C(O4)CO)O)OC(=O)N)O)C(=O)NC(C)C(C(C)C(=O)NC(C(C)O)C(=O)NCCC5=NC(=CS5)C6=NC(=CS6)C(=O)NCCC[S+](C)C)O. Cell line: SR. Synergy scores: CSS=69.7, Synergy_ZIP=-0.507, Synergy_Bliss=-1.16, Synergy_Loewe=-13.2, Synergy_HSA=-0.626. (2) Drug 1: CC1C(C(CC(O1)OC2CC(OC(C2O)C)OC3=CC4=CC5=C(C(=O)C(C(C5)C(C(=O)C(C(C)O)O)OC)OC6CC(C(C(O6)C)O)OC7CC(C(C(O7)C)O)OC8CC(C(C(O8)C)O)(C)O)C(=C4C(=C3C)O)O)O)O. Drug 2: CC1C(C(CC(O1)OC2CC(CC3=C2C(=C4C(=C3O)C(=O)C5=CC=CC=C5C4=O)O)(C(=O)C)O)N)O. Cell line: HOP-92. Synergy scores: CSS=51.1, Synergy_ZIP=2.39, Synergy_Bliss=4.56, Synergy_Loewe=-3.88, Synergy_HSA=7.13. (3) Drug 1: CC1C(C(=O)NC(C(=O)N2CCCC2C(=O)N(CC(=O)N(C(C(=O)O1)C(C)C)C)C)C(C)C)NC(=O)C3=C4C(=C(C=C3)C)OC5=C(C(=O)C(=C(C5=N4)C(=O)NC6C(OC(=O)C(N(C(=O)CN(C(=O)C7CCCN7C(=O)C(NC6=O)C(C)C)C)C)C(C)C)C)N)C. Cell line: SR. Synergy scores: CSS=95.1, Synergy_ZIP=-4.23, Synergy_Bliss=-5.83, Synergy_Loewe=-6.20, Synergy_HSA=-5.12. Drug 2: CCC1(CC2CC(C3=C(CCN(C2)C1)C4=CC=CC=C4N3)(C5=C(C=C6C(=C5)C78CCN9C7C(C=CC9)(C(C(C8N6C)(C(=O)OC)O)OC(=O)C)CC)OC)C(=O)OC)O.OS(=O)(=O)O. (4) Drug 1: CNC(=O)C1=CC=CC=C1SC2=CC3=C(C=C2)C(=NN3)C=CC4=CC=CC=N4. Drug 2: C(CN)CNCCSP(=O)(O)O. Cell line: NCI-H322M. Synergy scores: CSS=-4.24, Synergy_ZIP=0.372, Synergy_Bliss=-6.31, Synergy_Loewe=-9.11, Synergy_HSA=-8.24. (5) Drug 1: CC1=C(C=C(C=C1)NC(=O)C2=CC=C(C=C2)CN3CCN(CC3)C)NC4=NC=CC(=N4)C5=CN=CC=C5. Drug 2: C1=NC2=C(N=C(N=C2N1C3C(C(C(O3)CO)O)F)Cl)N. Cell line: OVCAR-8. Synergy scores: CSS=25.9, Synergy_ZIP=0.0413, Synergy_Bliss=4.24, Synergy_Loewe=-39.9, Synergy_HSA=2.61. (6) Drug 1: CC1=C(N=C(N=C1N)C(CC(=O)N)NCC(C(=O)N)N)C(=O)NC(C(C2=CN=CN2)OC3C(C(C(C(O3)CO)O)O)OC4C(C(C(C(O4)CO)O)OC(=O)N)O)C(=O)NC(C)C(C(C)C(=O)NC(C(C)O)C(=O)NCCC5=NC(=CS5)C6=NC(=CS6)C(=O)NCCC[S+](C)C)O. Drug 2: CN(CC1=CN=C2C(=N1)C(=NC(=N2)N)N)C3=CC=C(C=C3)C(=O)NC(CCC(=O)O)C(=O)O. Cell line: COLO 205. Synergy scores: CSS=30.6, Synergy_ZIP=-5.67, Synergy_Bliss=-1.16, Synergy_Loewe=-2.13, Synergy_HSA=-1.15. (7) Drug 1: C1CC(=O)NC(=O)C1N2CC3=C(C2=O)C=CC=C3N. Drug 2: COC1=C2C(=CC3=C1OC=C3)C=CC(=O)O2. Cell line: U251. Synergy scores: CSS=2.80, Synergy_ZIP=0.782, Synergy_Bliss=6.42, Synergy_Loewe=-2.43, Synergy_HSA=-2.01. (8) Drug 1: C1=CC(=CC=C1CC(C(=O)O)N)N(CCCl)CCCl.Cl. Drug 2: CN1C2=C(C=C(C=C2)N(CCCl)CCCl)N=C1CCCC(=O)O.Cl. Cell line: HOP-92. Synergy scores: CSS=13.2, Synergy_ZIP=-4.89, Synergy_Bliss=-0.641, Synergy_Loewe=-1.88, Synergy_HSA=0.760. (9) Drug 1: CCCS(=O)(=O)NC1=C(C(=C(C=C1)F)C(=O)C2=CNC3=C2C=C(C=N3)C4=CC=C(C=C4)Cl)F. Drug 2: CCCS(=O)(=O)NC1=C(C(=C(C=C1)F)C(=O)C2=CNC3=C2C=C(C=N3)C4=CC=C(C=C4)Cl)F. Cell line: SF-295. Synergy scores: CSS=7.29, Synergy_ZIP=-0.667, Synergy_Bliss=4.37, Synergy_Loewe=4.97, Synergy_HSA=4.52.